This data is from Full USPTO retrosynthesis dataset with 1.9M reactions from patents (1976-2016). The task is: Predict the reactants needed to synthesize the given product. (1) Given the product [CH3:11][C:8]12[CH2:7][CH:6]3[CH2:12][C:2]([CH3:43])([CH2:3][C:4]([CH2:13][C:14]([NH:16][C:17]4[CH:26]=[CH:25][CH:24]=[C:23]5[C:18]=4[CH:19]=[CH:20][N:28]([CH2:29][CH:30]4[CH2:35][CH2:34][NH:33][CH2:32][CH2:31]4)[C:22]5=[O:27])=[O:15])([CH2:5]3)[CH2:10]1)[CH2:9]2, predict the reactants needed to synthesize it. The reactants are: C[C:2]12[CH2:12][CH:6]3[CH2:7][C:8]([CH3:11])([CH2:10][C:4]([CH2:13][C:14]([NH:16][C:17]4[CH:26]=[CH:25][CH:24]=[C:23]5[C:18]=4[CH:19]=[CH:20]O[C:22]5=[O:27])=[O:15])([CH2:5]3)[CH2:3]1)[CH2:9]2.[NH2:28][CH2:29][CH:30]1[CH2:35][CH2:34][N:33](C(OC(C)(C)C)=O)[CH2:32][CH2:31]1.[CH2:43](OC(=O)C)C. (2) Given the product [Cl:12][C:13]1[CH:20]=[CH:19][C:16]([C:10](=[O:9])[CH2:11][CH:2]([CH3:3])[CH3:1])=[CH:15][C:14]=1[C:21]([F:22])([F:23])[F:24], predict the reactants needed to synthesize it. The reactants are: [CH2:1]([Mg]Br)[CH:2](C)[CH3:3].C([O:9][CH2:10][CH3:11])C.[Cl:12][C:13]1[CH:20]=[CH:19][C:16](C#N)=[CH:15][C:14]=1[C:21]([F:24])([F:23])[F:22].